This data is from Full USPTO retrosynthesis dataset with 1.9M reactions from patents (1976-2016). The task is: Predict the reactants needed to synthesize the given product. (1) Given the product [CH2:1]([O:8][CH2:9][C@H:10]([NH:20][C:21](=[O:27])[O:22][C:23]([CH3:25])([CH3:24])[CH3:26])[C:11]1[N:12]=[N:13][NH:14][N:15]=1)[C:2]1[CH:3]=[CH:4][CH:5]=[CH:6][CH:7]=1, predict the reactants needed to synthesize it. The reactants are: [CH2:1]([O:8][CH2:9][C@H:10]([NH:20][C:21](=[O:27])[O:22][C:23]([CH3:26])([CH3:25])[CH3:24])[C:11]1[N:15](CCC#N)[N:14]=[N:13][N:12]=1)[C:2]1[CH:7]=[CH:6][CH:5]=[CH:4][CH:3]=1.N12CCCN=C1CCCCC2.Cl. (2) The reactants are: [Br:1][C:2]1[CH:3]=[CH:4][CH:5]=[C:6]2[C:10]=1[NH:9][CH:8]=[C:7]2[C:11]([OH:13])=O.[CH3:14][N:15]1[CH2:20][CH2:19][CH:18]([NH:21][CH3:22])[CH2:17][CH2:16]1. Given the product [CH3:22][N:21]([CH:18]1[CH2:19][CH2:20][N:15]([CH3:14])[CH2:16][CH2:17]1)[C:11]([C:7]1[C:6]2[C:10](=[C:2]([Br:1])[CH:3]=[CH:4][CH:5]=2)[NH:9][CH:8]=1)=[O:13], predict the reactants needed to synthesize it. (3) Given the product [F:1][C:2]1[CH:7]=[CH:6][C:5]([CH:8]2[CH2:17][C:16]3[C:11](=[CH:12][CH:13]=[C:14]([CH3:18])[CH:15]=3)[N:10]([N:19]=[C:25]([CH3:27])[CH3:24])[CH2:9]2)=[CH:4][CH:3]=1, predict the reactants needed to synthesize it. The reactants are: [F:1][C:2]1[CH:7]=[CH:6][C:5]([CH:8]2[CH2:17][C:16]3[C:11](=[CH:12][CH:13]=[C:14]([CH3:18])[CH:15]=3)[N:10]([N:19]=O)[CH2:9]2)=[CH:4][CH:3]=1.[Cl-].[NH4+].O.[CH3:24][C:25]([CH3:27])=O. (4) The reactants are: C(N=C=O)CCCCC[N:7]=[C:8]=[O:9].[NH2:13][CH:14]1[CH2:21][CH2:20][CH2:19][CH2:18][NH:17][C:15]1=[O:16]. Given the product [O:16]=[C:15]1[CH:14]([NH:13][C:8](=[O:9])[NH2:7])[CH2:21][CH2:20][CH2:19][CH2:18][NH:17]1, predict the reactants needed to synthesize it. (5) Given the product [Cl:26][C:10]1[N:11]=[N:12][C:13]([CH3:14])=[C:8]([C:5]2[CH:6]=[CH:7][C:2]([Cl:1])=[CH:3][CH:4]=2)[C:9]=1[C:16]1[CH:21]=[CH:20][C:19]([F:22])=[CH:18][C:17]=1[F:23], predict the reactants needed to synthesize it. The reactants are: [Cl:1][C:2]1[CH:7]=[CH:6][C:5]([C:8]2[C:13]([CH3:14])=[N:12][NH:11][C:10](=O)[C:9]=2[C:16]2[CH:21]=[CH:20][C:19]([F:22])=[CH:18][C:17]=2[F:23])=[CH:4][CH:3]=1.P(Cl)(Cl)([Cl:26])=O. (6) Given the product [Cl:1][C:2]1[CH:3]=[CH:4][C:5]([O:31][CH2:32][C:33]2[CH:34]=[CH:35][CH:36]=[CH:37][CH:38]=2)=[C:6]([C:8]2[N:9]([C:14]3[CH:15]=[C:16]([CH:28]=[CH:29][CH:30]=3)[C:17]([NH:19][C@H:20]([C:22]3[CH:27]=[CH:26][CH:25]=[CH:24][CH:23]=3)[CH3:21])=[O:18])[C:10]([CH3:13])=[CH:11][CH:12]=2)[CH:7]=1, predict the reactants needed to synthesize it. The reactants are: [Cl:1][C:2]1[CH:3]=[CH:4][C:5]([O:31][CH2:32][C:33]2[CH:38]=[CH:37][CH:36]=[CH:35][CH:34]=2)=[C:6]([C:8]2[N:9]([C:14]3[CH:15]=[C:16]([CH:28]=[CH:29][CH:30]=3)[C:17]([NH:19][C@@H:20]([C:22]3[CH:27]=[CH:26][CH:25]=[CH:24][CH:23]=3)[CH3:21])=[O:18])[C:10]([CH3:13])=[CH:11][CH:12]=2)[CH:7]=1.C(O)(=O)C1C=CC=CC=1. (7) Given the product [Si:26]([C:25]#[C:24][C:18]1[S:17][C:16]([NH:15][C:2]2[CH:3]=[CH:4][CH:5]=[C:6]([CH2:8][N:9]3[CH2:14][CH2:13][O:12][CH2:11][CH2:10]3)[N:7]=2)=[C:20]([C:21]([NH2:23])=[O:22])[CH:19]=1)([C:29]([CH3:31])([CH3:32])[CH3:30])([CH3:28])[CH3:27], predict the reactants needed to synthesize it. The reactants are: Br[C:2]1[N:7]=[C:6]([CH2:8][N:9]2[CH2:14][CH2:13][O:12][CH2:11][CH2:10]2)[CH:5]=[CH:4][CH:3]=1.[NH2:15][C:16]1[S:17][C:18]([C:24]#[C:25][Si:26]([C:29]([CH3:32])([CH3:31])[CH3:30])([CH3:28])[CH3:27])=[CH:19][C:20]=1[C:21]([NH2:23])=[O:22].CC(C1C=C(C(C)C)C(C2C=CC=CC=2P(C2CCCCC2)C2CCCCC2)=C(C(C)C)C=1)C.C([O-])([O-])=O.[K+].[K+].